Dataset: Forward reaction prediction with 1.9M reactions from USPTO patents (1976-2016). Task: Predict the product of the given reaction. (1) Given the reactants [CH3:1][NH:2][C:3]([C:5]1[C:13]2[C:8](=[CH:9][C:10]([O:14]C)=[CH:11][CH:12]=2)[N:7]([CH2:16][CH3:17])[C:6]=1[CH3:18])=[O:4].B(Br)(Br)Br, predict the reaction product. The product is: [CH3:1][NH:2][C:3]([C:5]1[C:13]2[C:8](=[CH:9][C:10]([OH:14])=[CH:11][CH:12]=2)[N:7]([CH2:16][CH3:17])[C:6]=1[CH3:18])=[O:4]. (2) Given the reactants [CH3:1][O:2][C:3](=[O:17])[C:4]1[CH:9]=[CH:8][C:7]([CH2:10]P(OC)(OC)=O)=[CH:6][CH:5]=1.C[Si]([N-][Si](C)(C)C)(C)C.[Li+].[C:28]([O:32][C:33]([N:35]1[C:44]2[C:39](=[CH:40][CH:41]=[C:42]([CH:45]([CH:51]=O)[CH2:46][CH2:47][CH2:48][CH2:49][CH3:50])[CH:43]=2)[C:38]([CH3:54])([CH3:53])[CH2:37][CH2:36]1)=[O:34])([CH3:31])([CH3:30])[CH3:29], predict the reaction product. The product is: [C:28]([O:32][C:33]([N:35]1[C:44]2[C:39](=[CH:40][CH:41]=[C:42]([CH:45]([CH:51]=[CH:10][C:7]3[CH:6]=[CH:5][C:4]([C:3]([O:2][CH3:1])=[O:17])=[CH:9][CH:8]=3)[CH2:46][CH2:47][CH2:48][CH2:49][CH3:50])[CH:43]=2)[C:38]([CH3:53])([CH3:54])[CH2:37][CH2:36]1)=[O:34])([CH3:31])([CH3:30])[CH3:29]. (3) Given the reactants [CH3:1][O:2][C:3]([C:5]1[CH:6]=[CH:7][CH:8]=[C:9]2[C:14]=1[N:13]=[CH:12][C:11]([OH:15])=[CH:10]2)=[O:4].[Cl:16][C:17]1[CH:18]=[C:19]([N+:25]([O-:27])=[O:26])[CH:20]=[C:21]([Cl:24])[C:22]=1Cl.C([O-])([O-])=O.[K+].[K+], predict the reaction product. The product is: [CH3:1][O:2][C:3]([C:5]1[CH:6]=[CH:7][CH:8]=[C:9]2[C:14]=1[N:13]=[CH:12][C:11]([O:15][C:22]1[C:21]([Cl:24])=[CH:20][C:19]([N+:25]([O-:27])=[O:26])=[CH:18][C:17]=1[Cl:16])=[CH:10]2)=[O:4]. (4) Given the reactants [CH3:1][C:2]1[CH:7]=[CH:6][CH:5]=[C:4]([CH3:8])[C:3]=1[C:9]1[C:17]2[O:16][CH:15]([CH2:18][NH2:19])[CH2:14][C:13]=2[CH:12]=[CH:11][CH:10]=1.C(N(C(C)C)CC)(C)C.Cl[C:30]([O:32][CH2:33][C:34]1[CH:39]=[CH:38][CH:37]=[CH:36][CH:35]=1)=[O:31].C1(C2C3OC(CNC(=O)OCC4C=CC=CC=4)CC=3C=CC=2)CCCC1, predict the reaction product. The product is: [CH2:33]([O:32][C:30](=[O:31])[NH:19][CH2:18][CH:15]1[CH2:14][C:13]2[CH:12]=[CH:11][CH:10]=[C:9]([C:3]3[C:4]([CH3:8])=[CH:5][CH:6]=[CH:7][C:2]=3[CH3:1])[C:17]=2[O:16]1)[C:34]1[CH:39]=[CH:38][CH:37]=[CH:36][CH:35]=1. (5) Given the reactants [NH2:1][C:2]1[CH:3]=[CH:4][C:5]([F:28])=[C:6]([C@:8]2([CH3:27])[CH2:13][C:12]3([CH2:18][CH2:17][O:16][CH2:15][CH2:14]3)[S:11][C:10]([NH:19]C(=O)OC(C)(C)C)=[N:9]2)[CH:7]=1.F[C:30]1[C:35]([O:36][CH3:37])=[CH:34][CH:33]=[CH:32][N:31]=1.Cl, predict the reaction product. The product is: [F:28][C:5]1[CH:4]=[CH:3][C:2]([NH:1][C:30]2[C:35]([O:36][CH3:37])=[CH:34][CH:33]=[CH:32][N:31]=2)=[CH:7][C:6]=1[C@:8]1([CH3:27])[CH2:13][C:12]2([CH2:18][CH2:17][O:16][CH2:15][CH2:14]2)[S:11][C:10]([NH2:19])=[N:9]1. (6) Given the reactants [NH2:1][CH:2]([C:6]1[N:7]([CH2:17][C:18]2[CH:23]=[CH:22][CH:21]=[CH:20][CH:19]=2)[C:8](=[O:16])[C:9]2[CH:15]=[N:14][CH:13]=[CH:12][C:10]=2[N:11]=1)[CH:3]([CH3:5])[CH3:4].[BH-](O[C:34]([CH3:36])=[O:35])(OC(C)=O)OC(C)=O.[Na+].[C:38]([O:42][C:43](=[O:49])[NH:44][CH2:45][CH2:46][CH:47]=O)([CH3:41])([CH3:40])[CH3:39], predict the reaction product. The product is: [NH2:44][CH2:45][CH2:46][CH2:47][N:1]([C@@H:2]([C:6]1[N:7]([CH2:17][C:18]2[CH:23]=[CH:22][CH:21]=[CH:20][CH:19]=2)[C:8](=[O:16])[C:9]2[CH:15]=[N:14][CH:13]=[CH:12][C:10]=2[N:11]=1)[CH:3]([CH3:5])[CH3:4])[C:34](=[O:35])[C:36]1[CH:22]=[CH:23][C:18]([CH3:17])=[CH:19][CH:20]=1.[C:38]([O:42][C:43](=[O:49])[NH:44][CH2:45][CH2:46][CH2:47][NH:1][CH:2]([C:6]1[N:7]([CH2:17][C:18]2[CH:23]=[CH:22][CH:21]=[CH:20][CH:19]=2)[C:8](=[O:16])[C:9]2[CH:15]=[N:14][CH:13]=[CH:12][C:10]=2[N:11]=1)[CH:3]([CH3:5])[CH3:4])([CH3:41])([CH3:40])[CH3:39]. (7) Given the reactants [NH:1]1[C:9]2[C:4](=[CH:5][CH:6]=[CH:7][CH:8]=2)[C:3]([C:10]([OH:12])=[O:11])=[CH:2]1.C(=O)([O-])[O-].[Cs+].[Cs+].[CH2:19](Br)[C:20]1[CH:25]=[CH:24][CH:23]=[CH:22][CH:21]=1.O, predict the reaction product. The product is: [CH2:19]([O:11][C:10]([C:3]1[C:4]2[C:9](=[CH:8][CH:7]=[CH:6][CH:5]=2)[NH:1][CH:2]=1)=[O:12])[C:20]1[CH:25]=[CH:24][CH:23]=[CH:22][CH:21]=1. (8) Given the reactants [C:1]1([S:7]([N:10]2[CH2:14][CH:13]3[O:15][C:12]3=[CH:11]2)(=[O:9])=[O:8])[CH:6]=[CH:5][CH:4]=[CH:3][CH:2]=1.[CH2:16]1[C:25]2[C:20](=[CH:21][CH:22]=[CH:23][CH:24]=2)[CH2:19][CH2:18][NH:17]1, predict the reaction product. The product is: [CH2:16]1[C:25]2[C:20](=[CH:21][CH:22]=[CH:23][CH:24]=2)[CH2:19][CH2:18][N:17]1[CH:14]1[CH:13]([OH:15])[CH2:12][CH2:11][N:10]1[S:7]([C:1]1[CH:2]=[CH:3][CH:4]=[CH:5][CH:6]=1)(=[O:8])=[O:9].